From a dataset of Experimentally validated miRNA-target interactions with 360,000+ pairs, plus equal number of negative samples. Binary Classification. Given a miRNA mature sequence and a target amino acid sequence, predict their likelihood of interaction. (1) The miRNA is bta-miR-146a with sequence UGAGAACUGAAUUCCAUAGGUUGU. The protein sequence of the target gene is MPGEQQAEEEEEEEMQEEMVLLVKGEEDEGEEKYEVVKLKIPMDNKEVPGEAPAPSADPARPHACPDCGRAFARRSTLAKHARTHTGERPFGCTECGRRFSQKSALTKHGRTHTGERPYECPECDKRFSAASNLRQHRRRHTGEKPYACAHCGRRFAQSSNYAQHLRVHTGEKPYACPDCGRAFGGSSCLARHRRTHTGERPYACADCGTRFAQSSALAKHRRVHTGEKPHRCAVCGRRFGHRSNLAEHARTHTGERPYPCAECGRRFRLSSHFIRHRRAHMRRRLYICAGCGRDFKLPP.... Result: 0 (no interaction). (2) The miRNA is hsa-miR-3960 with sequence GGCGGCGGCGGAGGCGGGGG. The protein sequence of the target gene is MGRSRSRSSSRSKHTKSSKHNKKRSRSRSRSRDKERVRKRSKSRESKRNRRRESRSRSRSTNAAASRRERERASSPPDRIDIFGRTVSKRSSLDEKQKREEEEKKAEFERQRKIRQQEIEEKLIEEETARRVEELVAKRVEEELEKRKDEIEREVLRRVEEAKRIMEKQLLEELERQRQAELAAQKAREEEERAKREELERILEENNRKIAEAQAKLAEEQLRIVEEQRKIHEERMKLEQERQRQQKEEQKIILGKGKSRPKLSFSLKTQD. Result: 0 (no interaction).